From a dataset of Catalyst prediction with 721,799 reactions and 888 catalyst types from USPTO. Predict which catalyst facilitates the given reaction. (1) Reactant: [NH2:1][CH2:2][C:3]1[CH:4]=[CH:5][C:6]([OH:36])=[C:7]([C:9]2[C:14]([OH:15])=[C:13]([C:16]3[NH:20][C:19]4[CH:21]=[CH:22][C:23]([C:25](=[NH:27])[NH2:26])=[CH:24][C:18]=4[N:17]=3)[CH:12]=[C:11]([C:28]([CH2:34][OH:35])([CH2:32][OH:33])[C:29]([OH:31])=[O:30])[CH:10]=2)[CH:8]=1.C(N(CC)CC)C.[O-:44][C:45]#[N:46].[K+]. Product: [C:25]([C:23]1[CH:22]=[CH:21][C:19]2[NH:20][C:16]([C:13]3[CH:12]=[C:11]([C:28]([CH2:32][OH:33])([CH2:34][OH:35])[C:29]([OH:31])=[O:30])[CH:10]=[C:9]([C:7]4[CH:8]=[C:3]([CH2:2][NH:1][C:45]([NH2:46])=[O:44])[CH:4]=[CH:5][C:6]=4[OH:36])[C:14]=3[OH:15])=[N:17][C:18]=2[CH:24]=1)(=[NH:26])[NH2:27]. The catalyst class is: 24. (2) The catalyst class is: 2. Product: [NH2:6][C:7]1[C:8]([C:15](/[N:17]=[C:18]2\[NH:19][CH2:20][C:21]3([CH2:28][CH:27]4[NH:29][CH:24]([CH2:25][CH2:26]4)[CH2:23]3)[NH:22]\2)=[O:16])=[N:9][C:10]([Cl:14])=[C:11]([NH2:13])[N:12]=1. Reactant: I[Si](C)(C)C.[NH2:6][C:7]1[C:8]([C:15](/[N:17]=[C:18]2\[NH:19][CH2:20][C:21]3([CH2:28][CH:27]4[N:29](C(OC(C)(C)C)=O)[CH:24]([CH2:25][CH2:26]4)[CH2:23]3)[NH:22]\2)=[O:16])=[N:9][C:10]([Cl:14])=[C:11]([NH2:13])[N:12]=1.CN(C=O)C. (3) Reactant: S([O-])([O-])=O.[Na+:5].[Na+].[N+:7]([C:10]1[CH:11]=[C:12]([S:16](Cl)(=[O:18])=[O:17])[CH:13]=[CH:14][CH:15]=1)([O-:9])=[O:8].C(=O)([O-])[O-].[Na+].[Na+]. Product: [N+:7]([C:10]1[CH:11]=[C:12]([S:16]([O-:18])=[O:17])[CH:13]=[CH:14][CH:15]=1)([O-:9])=[O:8].[Na+:5]. The catalyst class is: 6. (4) Reactant: [CH3:1][C:2]1[NH:3][C:4]([CH:7]=O)=[CH:5][N:6]=1.[F:9][C:10]1[CH:11]=[C:12]2[C:16](=[CH:17][CH:18]=1)[NH:15][C:14](=[O:19])[CH2:13]2.N1CCCCC1. Product: [F:9][C:10]1[CH:11]=[C:12]2[C:16](=[CH:17][CH:18]=1)[NH:15][C:14](=[O:19])/[C:13]/2=[CH:7]\[C:4]1[NH:3][C:2]([CH3:1])=[N:6][CH:5]=1. The catalyst class is: 8. (5) Reactant: [F:1][C:2]1[CH:7]=[CH:6][C:5]([CH3:8])=[CH:4][C:3]=1[NH:9][C:10]([NH:12][C:13]1[CH:18]=[CH:17][C:16]([C:19]2[CH:24]=[CH:23][N:22]=[C:21]3[CH:25]=[C:26]([C:28]([O:30]C)=[O:29])[S:27][C:20]=23)=[CH:15][CH:14]=1)=[O:11].[OH-].[Na+].O.Cl. Product: [F:1][C:2]1[CH:7]=[CH:6][C:5]([CH3:8])=[CH:4][C:3]=1[NH:9][C:10]([NH:12][C:13]1[CH:14]=[CH:15][C:16]([C:19]2[CH:24]=[CH:23][N:22]=[C:21]3[CH:25]=[C:26]([C:28]([OH:30])=[O:29])[S:27][C:20]=23)=[CH:17][CH:18]=1)=[O:11]. The catalyst class is: 36. (6) Reactant: Cl[C:2]1[CH:3]=[CH:4][C:5]2[N:11]3[CH2:12][C@H:8]([CH2:9][CH2:10]3)[N:7]([C:13]([NH:15][C:16]3[CH:17]=[N:18][CH:19]=[CH:20][CH:21]=3)=[O:14])[C:6]=2[N:22]=1.CC1(C)C(C)(C)OB([C:31]2[CH:32]=[CH:33][C:34]([C:37]([F:40])([F:39])[F:38])=[N:35][CH:36]=2)O1.[O-]P([O-])([O-])=O.[K+].[K+].[K+].CC(C1C=C(C(C)C)C(C2C=CC=CC=2P(C2CCCCC2)C2CCCCC2)=C(C(C)C)C=1)C. Product: [N:18]1[CH:19]=[CH:20][CH:21]=[C:16]([NH:15][C:13]([N:7]2[C@@H:8]3[CH2:12][N:11]([CH2:10][CH2:9]3)[C:5]3[CH:4]=[CH:3][C:2]([C:31]4[CH:36]=[N:35][C:34]([C:37]([F:40])([F:39])[F:38])=[CH:33][CH:32]=4)=[N:22][C:6]2=3)=[O:14])[CH:17]=1. The catalyst class is: 333.